Regression. Given two drug SMILES strings and cell line genomic features, predict the synergy score measuring deviation from expected non-interaction effect. From a dataset of NCI-60 drug combinations with 297,098 pairs across 59 cell lines. Drug 1: CC1=C2C(C(=O)C3(C(CC4C(C3C(C(C2(C)C)(CC1OC(=O)C(C(C5=CC=CC=C5)NC(=O)OC(C)(C)C)O)O)OC(=O)C6=CC=CC=C6)(CO4)OC(=O)C)OC)C)OC. Drug 2: C1=CC=C(C(=C1)C(C2=CC=C(C=C2)Cl)C(Cl)Cl)Cl. Cell line: DU-145. Synergy scores: CSS=52.2, Synergy_ZIP=8.12, Synergy_Bliss=9.76, Synergy_Loewe=-31.6, Synergy_HSA=9.96.